This data is from Forward reaction prediction with 1.9M reactions from USPTO patents (1976-2016). The task is: Predict the product of the given reaction. (1) Given the reactants Br[C:2]1[CH:7]=[C:6]([F:8])[CH:5]=[CH:4][C:3]=1[NH:9][C:10]([C:12]1[CH2:13][N:14](C(OC(C)(C)C)=O)[CH2:15][CH2:16][CH:17]=1)=[O:11].BrC1C=C(F)C=CC=1N.C[Al](C)C.COC(C1CN(C(OC(C)(C)C)=O)CCC=1)=O.C([O-])(O)=O.[Na+].[Cl:60]CCl, predict the reaction product. The product is: [ClH:60].[F:8][C:6]1[CH:5]=[C:4]2[C:12]3([CH2:17][CH2:16][CH2:15][NH:14][CH2:13]3)[C:10](=[O:11])[NH:9][C:3]2=[CH:2][CH:7]=1. (2) Given the reactants [CH3:1][C:2]1[C:6]([C:7]2[N:8]([C:21]3[CH:26]=[CH:25][C:24]([OH:27])=[CH:23][CH:22]=3)[C:9]3[C:14]([C:15]=2[C:16](=[O:20])[C:17]([NH2:19])=[O:18])=[CH:13][CH:12]=[CH:11][CH:10]=3)=[C:5]([CH3:28])[O:4][N:3]=1.[BH4-].[Na+], predict the reaction product. The product is: [CH3:1][C:2]1[C:6]([C:7]2[N:8]([C:21]3[CH:22]=[CH:23][C:24]([OH:27])=[CH:25][CH:26]=3)[C:9]3[C:14]([C:15]=2[CH:16]([OH:20])[C:17]([NH2:19])=[O:18])=[CH:13][CH:12]=[CH:11][CH:10]=3)=[C:5]([CH3:28])[O:4][N:3]=1. (3) The product is: [F:28][C:29]1[CH:36]=[CH:35][C:32]([CH2:33][NH:34][C:13]([C:10]2[S:11][CH:12]=[C:8]([C:5]3[CH:4]=[CH:3][C:2]([Cl:1])=[CH:7][CH:6]=3)[N:9]=2)=[O:15])=[CH:31][C:30]=1[C:37]([F:38])([F:39])[F:40]. Given the reactants [Cl:1][C:2]1[CH:7]=[CH:6][C:5]([C:8]2[N:9]=[C:10]([C:13]([OH:15])=O)[S:11][CH:12]=2)=[CH:4][CH:3]=1.C1N=CN(C(N2C=NC=C2)=O)C=1.[F:28][C:29]1[CH:36]=[CH:35][C:32]([CH2:33][NH2:34])=[CH:31][C:30]=1[C:37]([F:40])([F:39])[F:38], predict the reaction product. (4) Given the reactants [C:1]([O:5][C:6](=[O:20])[NH:7][C:8]1[CH:13]=[CH:12][C:11]([O:14][C:15]([F:18])([F:17])[F:16])=[CH:10][C:9]=1[NH2:19])([CH3:4])([CH3:3])[CH3:2].C([O:25][C:26](=O)[CH2:27][C:28](=[O:41])[C:29]1[CH:34]=[CH:33][CH:32]=[C:31]([C:35]2[CH:36]=[N:37][CH:38]=[CH:39][CH:40]=2)[CH:30]=1)(C)(C)C, predict the reaction product. The product is: [C:1]([O:5][C:6](=[O:20])[NH:7][C:8]1[CH:13]=[CH:12][C:11]([O:14][C:15]([F:18])([F:17])[F:16])=[CH:10][C:9]=1[NH:19][C:26](=[O:25])[CH2:27][C:28](=[O:41])[C:29]1[CH:34]=[CH:33][CH:32]=[C:31]([C:35]2[CH:36]=[N:37][CH:38]=[CH:39][CH:40]=2)[CH:30]=1)([CH3:4])([CH3:2])[CH3:3]. (5) Given the reactants [CH3:1][N:2]1[CH:7]=[CH:6][CH:5]=[C:4]([CH:8]2[CH2:13][CH2:12][C:11](=O)[CH2:10][CH2:9]2)[C:3]1=[O:15].[NH:16]1[CH2:19][CH:18]([NH:20][C:21]([CH2:23][NH:24][C:25](=[O:36])[C:26]2[CH:31]=[CH:30][CH:29]=[C:28]([C:32]([F:35])([F:34])[F:33])[CH:27]=2)=[O:22])[CH2:17]1, predict the reaction product. The product is: [CH3:1][N:2]1[CH:7]=[CH:6][CH:5]=[C:4]([CH:8]2[CH2:13][CH2:12][CH:11]([N:16]3[CH2:19][CH:18]([NH:20][C:21]([CH2:23][NH:24][C:25](=[O:36])[C:26]4[CH:31]=[CH:30][CH:29]=[C:28]([C:32]([F:35])([F:33])[F:34])[CH:27]=4)=[O:22])[CH2:17]3)[CH2:10][CH2:9]2)[C:3]1=[O:15]. (6) The product is: [F:17][C:18]1[CH:19]=[C:20]([CH2:31][O:1][C:2]2[CH:7]=[CH:6][C:5]([CH2:8][CH2:9][C:10]([O:12][CH2:13][CH3:14])=[O:11])=[C:4]([CH3:15])[C:3]=2[CH3:16])[C:21]2[O:25][C:24]([C:26]([F:29])([F:27])[F:28])=[CH:23][C:22]=2[CH:30]=1. Given the reactants [OH:1][C:2]1[CH:7]=[CH:6][C:5]([CH2:8][CH2:9][C:10]([O:12][CH2:13][CH3:14])=[O:11])=[C:4]([CH3:15])[C:3]=1[CH3:16].[F:17][C:18]1[CH:19]=[C:20]([CH2:31]O)[C:21]2[O:25][C:24]([C:26]([F:29])([F:28])[F:27])=[CH:23][C:22]=2[CH:30]=1.C1(P(C2C=CC=CC=2)C2C=CC=CC=2)C=CC=CC=1.N(C(OCC)=O)=NC(OCC)=O, predict the reaction product. (7) Given the reactants [NH2:1][C:2]1[C:3]([CH3:8])=[CH:4][CH:5]=[CH:6][CH:7]=1.N1C=CC=CC=1.[CH3:15][S:16](Cl)(=[O:18])=[O:17].[Cl-].[Al+3].[Cl-].[Cl-].[C:24](Cl)(=[O:26])[CH3:25].Cl, predict the reaction product. The product is: [C:24]([C:5]1[CH:6]=[CH:7][C:2]([NH:1][S:16]([CH3:15])(=[O:18])=[O:17])=[C:3]([CH3:8])[CH:4]=1)(=[O:26])[CH3:25]. (8) Given the reactants [O:1]1[CH2:6][CH2:5][N:4]([C:7]2[CH:8]=[C:9]([NH:13][C:14]3[N:19]=[C:18]4[N:20](C5CCCCO5)[N:21]=[CH:22][C:17]4=[C:16]([C:29]4[CH:30]=[C:31]([NH:35][C:36](=[O:39])[CH:37]=[CH2:38])[CH:32]=[CH:33][CH:34]=4)[N:15]=3)[CH:10]=[CH:11][CH:12]=2)[CH2:3][CH2:2]1.FC(F)(F)C(O)=O, predict the reaction product. The product is: [O:1]1[CH2:2][CH2:3][N:4]([C:7]2[CH:8]=[C:9]([NH:13][C:14]3[N:19]=[C:18]4[NH:20][N:21]=[CH:22][C:17]4=[C:16]([C:29]4[CH:30]=[C:31]([NH:35][C:36](=[O:39])[CH:37]=[CH2:38])[CH:32]=[CH:33][CH:34]=4)[N:15]=3)[CH:10]=[CH:11][CH:12]=2)[CH2:5][CH2:6]1.